Binary Classification. Given a miRNA mature sequence and a target amino acid sequence, predict their likelihood of interaction. From a dataset of Experimentally validated miRNA-target interactions with 360,000+ pairs, plus equal number of negative samples. (1) The miRNA is hsa-miR-218-5p with sequence UUGUGCUUGAUCUAACCAUGU. The protein sequence of the target gene is MAQSQGWVKRYIKAFCKGFFVAVPVAVTFLDRVACVARVEGASMQPSLNPGGSQSSDVVLLNHWKVRNFEVHRGDIVSLVSPKNPEQKIIKRVIALEGDIVRTIGHKNRYVKVPRGHIWVEGDHHGHSFDSNSFGPVSLGLLHAHATHILWPPERWQKLESVLPPERLPVQREEE. Result: 1 (interaction). (2) The miRNA is hsa-miR-6755-5p with sequence UAGGGUAGACACUGACAACGUU. The protein sequence of the target gene is MVFTQAPAEIMGHLRIRSLLARQCLAEFLGVFVLMLLTQGAVAQAVTSGETKGNFFTMFLAGSLAVTIAIYVGGNVSGAHLNPAFSLAMCIVGRLPWVKLPIYILVQLLSAFCASGATYVLYHDALQNYTGGNLTVTGPKETASIFATYPAPYLSLNNGFLDQVLGTGMLIVGLLAILDRRNKGVPAGLEPVVVGMLILALGLSMGANCGIPLNPARDLGPRLFTYVAGWGPEVFSAGNGWWWVPVVAPLVGATVGTATYQLLVALHHPEGPEPAQDLVSAQHKASELETPASAQMLECK.... Result: 0 (no interaction). (3) The miRNA is hsa-miR-153-5p with sequence UCAUUUUUGUGAUGUUGCAGCU. The protein sequence of the target gene is MALKQEMAKSLLKTASLSGRTKLLHQTGLSLYSTSHGFYEEEVKKTLQQFPGGSIDLQKEDNGIGILTLNNPSRMNAFSGVMMLQLLEKVIELENWTEGKGLIVRGAKNTFSSGSDLNAVKSLGTPEDGMAVCMFMQNTLTRFMRLPLISVALVQGWALGGGAEFTTACDFRLMTPESKIRFVHKEMGIIPSWGGTTRLVEIIGSRQALKVLSGALKLDSKNALNIGMVEEVLQSSDETKSLEEAQEWLKQFIQGPPEVIRALKKSVCSGRELYLEEALQNERDLLGTVWGGPANLEAIA.... Result: 0 (no interaction). (4) The miRNA is hsa-miR-3171 with sequence AGAUGUAUGGAAUCUGUAUAUAUC. The protein sequence of the target gene is MADPRQEFDTMEDHAGDYTLLQDQEGDMDHGLKESPPQPPADDGAEEPGSETSDAKSTPTAEDVTAPLVDERAPDKQAAAQPHTEIPEGITAEEAGIGDTPNQEDQAAGHVTQGRREGQAPDLGTSDWTRQQVSSMSGAPLLPQGLREATCQPSGTRPEDIEKSHPASELLRRGPPQKEGWGQDRLGSEEEVDEDLTVDESSQDSPPSQASLTPGRAAPQAGSGSVCGETASVPGLPTEGSVPLPADFFSKVSAETQASQPEGPGTGPMEEGHEAAPEFTFHVEIKASTPKEQDLEGATV.... Result: 0 (no interaction).